This data is from Full USPTO retrosynthesis dataset with 1.9M reactions from patents (1976-2016). The task is: Predict the reactants needed to synthesize the given product. (1) Given the product [F:25][CH:11]([CH:12]=[CH2:13])[CH2:10][CH:9]([OH:18])[CH2:8][CH2:7][C:1]1[CH:6]=[CH:5][CH:4]=[CH:3][CH:2]=1, predict the reactants needed to synthesize it. The reactants are: [C:1]1([CH2:7][CH2:8][CH:9]([OH:18])[CH2:10][CH:11]=[CH:12][CH2:13][Si](C)(C)C)[CH:6]=[CH:5][CH:4]=[CH:3][CH:2]=1.C(=O)(O)[O-].[Na+].[B-](F)(F)(F)[F:25].[B-](F)(F)(F)F.C1[N+]2(CCl)CC[N+](F)(CC2)C1.CCCCCC. (2) Given the product [NH2:14][C:9]1[C:10](=[O:13])[CH:11]=[CH:12][N:7]([C:5]2[CH:4]=[N:3][N:2]([CH3:1])[CH:6]=2)[N:8]=1, predict the reactants needed to synthesize it. The reactants are: [CH3:1][N:2]1[CH:6]=[C:5]([N:7]2[CH:12]=[CH:11][C:10](=[O:13])[C:9]([NH:14]C(=O)OC(C)(C)C)=[N:8]2)[CH:4]=[N:3]1.Cl. (3) Given the product [CH3:7][NH:8][C@@H:9]1[C:14]2[CH:15]=[CH:16][CH:17]=[CH:18][C:13]=2[C@H:12]([C:19]2[CH:20]=[CH:21][C:22]([Cl:26])=[C:23]([Cl:25])[CH:24]=2)[CH2:11][CH2:10]1.[ClH:27], predict the reactants needed to synthesize it. The reactants are: C(O)CC(C)C.[CH3:7][NH:8][C@@H:9]1[C:14]2[CH:15]=[CH:16][CH:17]=[CH:18][C:13]=2[C@H:12]([C:19]2[CH:20]=[CH:21][C:22]([Cl:26])=[C:23]([Cl:25])[CH:24]=2)[CH2:11][CH2:10]1.[ClH:27].